From a dataset of Reaction yield outcomes from USPTO patents with 853,638 reactions. Predict the reaction yield, written as a fraction of the theoretical maximum amount of product (1.0 means a 100% yield; for example, 0.34 means a 34% yield). (1) The reactants are Cl.C([NH:6][S:7]([C:10]1[C:11]([C:16]2[CH:21]=[CH:20][C:19]([NH:22][CH2:23][C:24]3[CH:25]=[N:26][C:27](C)=[C:28]([O:32][CH2:33][C:34]4[CH:39]=[CH:38][CH:37]=[C:36]([C:40]#[N:41])[CH:35]=4)[C:29]=3[CH2:30][OH:31])=[CH:18][CH:17]=2)=[CH:12][CH:13]=[CH:14][CH:15]=1)(=[O:9])=[O:8])(C)(C)C.[NH3:43].CO. The catalyst is C(O)C. The product is [OH:31][CH2:30][C:29]1[C:24]([CH2:23][NH:22][C:19]2[CH:20]=[CH:21][C:16]([C:11]3[CH:12]=[CH:13][CH:14]=[CH:15][C:10]=3[S:7](=[O:9])(=[O:8])[NH2:6])=[CH:17][CH:18]=2)=[CH:25][N:26]=[CH:27][C:28]=1[O:32][CH2:33][C:34]1[CH:35]=[C:36]([CH:37]=[CH:38][CH:39]=1)[C:40]([NH2:41])=[NH:43]. The yield is 0.970. (2) The reactants are [C:1]1(B(O)O)[CH:6]=[CH:5][CH:4]=[CH:3][CH:2]=1.[NH2:10][C:11]1[N:12]=[C:13]([N:22]2[CH2:27][CH2:26][N:25]([C:28](=[O:38])[CH2:29][O:30][C:31]3[CH:36]=[CH:35][C:34]([Cl:37])=[CH:33][CH:32]=3)[CH2:24][CH2:23]2)[C:14]2[N:20]=[C:19](Cl)[CH:18]=[CH:17][C:15]=2[N:16]=1. No catalyst specified. The product is [NH2:10][C:11]1[N:12]=[C:13]([N:22]2[CH2:23][CH2:24][N:25]([C:28](=[O:38])[CH2:29][O:30][C:31]3[CH:36]=[CH:35][C:34]([Cl:37])=[CH:33][CH:32]=3)[CH2:26][CH2:27]2)[C:14]2[N:20]=[C:19]([C:1]3[CH:6]=[CH:5][CH:4]=[CH:3][CH:2]=3)[CH:18]=[CH:17][C:15]=2[N:16]=1. The yield is 0.420. (3) The reactants are [CH2:1]([N:8]([C@@H:19]([C:21]1[CH:26]=[CH:25][CH:24]=[CH:23][CH:22]=1)[CH3:20])[C@H:9]([CH3:18])[CH2:10][C:11](OC(C)(C)C)=[O:12])[C:2]1[CH:7]=[CH:6][CH:5]=[CH:4][CH:3]=1.[H-].[Al+3].[Li+].[H-].[H-].[H-]. The catalyst is C1COCC1.CCOCC. The product is [CH2:1]([N:8]([C@@H:19]([C:21]1[CH:22]=[CH:23][CH:24]=[CH:25][CH:26]=1)[CH3:20])[C@H:9]([CH3:18])[CH2:10][CH2:11][OH:12])[C:2]1[CH:3]=[CH:4][CH:5]=[CH:6][CH:7]=1. The yield is 0.780. (4) The reactants are [F:1][C:2]1[CH:7]=[CH:6][CH:5]=[CH:4][C:3]=1[F:8].[Li]CCCC.[CH:14]([Si:17]([CH:34]([CH3:36])[CH3:35])([CH:31]([CH3:33])[CH3:32])[O:18][C@@H:19]1[C:25]2=[N:26][CH:27]=[CH:28][CH:29]=[C:24]2[CH2:23][C:22](=[O:30])[CH2:21][CH2:20]1)([CH3:16])[CH3:15]. The catalyst is O1CCCC1. The product is [F:1][C:2]1[C:3]([F:8])=[CH:4][CH:5]=[CH:6][C:7]=1[C@:22]1([OH:30])[CH2:21][CH2:20][C@H:19]([O:18][Si:17]([CH:31]([CH3:33])[CH3:32])([CH:34]([CH3:36])[CH3:35])[CH:14]([CH3:15])[CH3:16])[C:25]2=[N:26][CH:27]=[CH:28][CH:29]=[C:24]2[CH2:23]1. The yield is 0.790. (5) The reactants are [CH3:1][O:2][C:3]1[CH:4]=[C:5]([C:9]2[C:10]3[N:11]([N:15]=[C:16]([NH2:18])[N:17]=3)[CH:12]=[CH:13][CH:14]=2)[CH:6]=[CH:7][CH:8]=1.Br[C:20]1[CH:25]=[CH:24][N:23]=[C:22]([CH3:26])[CH:21]=1.CC(C)([O-])C.[Na+].C1(P(C2C=C(C)C=C(C)C=2)C2C=CC3C(=CC=CC=3)C=2C2C3C(=CC=CC=3)C=CC=2P(C2C=C(C)C=C(C)C=2)C2C=C(C)C=C(C)C=2)C=C(C)C=C(C)C=1. The catalyst is C1(C)C=CC=CC=1.C1C=CC(/C=C/C(/C=C/C2C=CC=CC=2)=O)=CC=1.C1C=CC(/C=C/C(/C=C/C2C=CC=CC=2)=O)=CC=1.C1C=CC(/C=C/C(/C=C/C2C=CC=CC=2)=O)=CC=1.[Pd].[Pd]. The product is [CH3:1][O:2][C:3]1[CH:4]=[C:5]([C:9]2[C:10]3[N:11]([N:15]=[C:16]([NH:18][C:20]4[CH:25]=[CH:24][N:23]=[C:22]([CH3:26])[CH:21]=4)[N:17]=3)[CH:12]=[CH:13][CH:14]=2)[CH:6]=[CH:7][CH:8]=1. The yield is 0.390. (6) The product is [Cl:1][C:2]1[CH:3]=[C:4]2[C:8](=[CH:9][CH:10]=1)[N:7]([C:19]1[CH:20]=[CH:21][C:16]([O:15][CH2:14][O:13][CH3:12])=[CH:17][CH:18]=1)[C:6]([CH3:11])=[CH:5]2. The reactants are [Cl:1][C:2]1[CH:3]=[C:4]2[C:8](=[CH:9][CH:10]=1)[NH:7][C:6]([CH3:11])=[CH:5]2.[CH3:12][O:13][CH2:14][O:15][C:16]1[CH:21]=[CH:20][C:19](I)=[CH:18][CH:17]=1. No catalyst specified. The yield is 0.190. (7) The reactants are [F:1][C:2]([F:29])([F:28])[CH:3]([C:19]1[CH:24]=[C:23]([Cl:25])[C:22]([Cl:26])=[C:21]([Cl:27])[CH:20]=1)/[CH:4]=[CH:5]/[C:6]1[CH:14]=[CH:13][C:9]([C:10]([OH:12])=O)=[C:8]([C:15]([F:18])([F:17])[F:16])[CH:7]=1.S(Cl)(Cl)=O.C(=O)([O-])[O-].[Na+].[Na+].[NH2:40][C:41]1([C:44]([OH:46])=[O:45])[CH2:43][CH2:42]1. The catalyst is [Br-].C([N+](C)(C)C)CCCCCCCCCCC.ClC(Cl)C. The product is [F:29][C:2]([F:28])([F:1])[CH:3]([C:19]1[CH:24]=[C:23]([Cl:25])[C:22]([Cl:26])=[C:21]([Cl:27])[CH:20]=1)/[CH:4]=[CH:5]/[C:6]1[CH:14]=[CH:13][C:9]([C:10]([NH:40][C:41]2([C:44]([OH:46])=[O:45])[CH2:43][CH2:42]2)=[O:12])=[C:8]([C:15]([F:17])([F:18])[F:16])[CH:7]=1. The yield is 0.770.